From a dataset of Full USPTO retrosynthesis dataset with 1.9M reactions from patents (1976-2016). Predict the reactants needed to synthesize the given product. (1) Given the product [C:42]([O:45][C:46]([NH:9][C@H:10]([CH2:14][CH2:15][C:16]1[CH:21]=[CH:20][C:19]([C:22]2[S:23][C:24]3[C:29]([N:30]=2)=[CH:28][CH:27]=[C:26]([C:31]2([C:34]4[CH:39]=[CH:38][CH:37]=[CH:36][CH:35]=4)[CH2:33][CH2:32]2)[N:25]=3)=[C:18]([F:40])[CH:17]=1)[C:11]([OH:13])=[O:12])=[O:47])([CH3:44])([CH3:43])[CH3:41].[C:52]([O:51][C:49]([NH:9][C@@H:10]([CH2:14][CH2:15][C:16]1[CH:21]=[CH:20][C:19]([C:22]2[S:23][C:24]3[C:29]([N:30]=2)=[CH:28][CH:27]=[C:26]([C:31]2([C:34]4[CH:39]=[CH:38][CH:37]=[CH:36][CH:35]=4)[CH2:33][CH2:32]2)[N:25]=3)=[C:18]([F:40])[CH:17]=1)[C:11]([OH:13])=[O:12])=[O:50])([CH3:53])([CH3:54])[CH3:55], predict the reactants needed to synthesize it. The reactants are: C(N(CC)CC)C.Cl.[NH2:9][CH:10]([CH2:14][CH2:15][C:16]1[CH:21]=[CH:20][C:19]([C:22]2[S:23][C:24]3[C:29]([N:30]=2)=[CH:28][CH:27]=[C:26]([C:31]2([C:34]4[CH:39]=[CH:38][CH:37]=[CH:36][CH:35]=4)[CH2:33][CH2:32]2)[N:25]=3)=[C:18]([F:40])[CH:17]=1)[C:11]([OH:13])=[O:12].[CH3:41][C:42]([O:45][C:46](O[C:49]([O:51][C:52]([CH3:55])([CH3:54])[CH3:53])=[O:50])=[O:47])([CH3:44])[CH3:43].Cl. (2) Given the product [C:19]([C@H:13]1[NH:12][C:11](=[O:22])[C@H:10]([CH2:23][C:24]([F:27])([CH3:26])[CH3:25])[NH:9][C@@:8]([C:5]2[CH:6]=[CH:7][C:2]([Br:1])=[CH:3][CH:4]=2)([C:28]([F:30])([F:29])[F:31])[C:18]#[C:17][CH2:16][S:15][CH2:14]1)(=[O:21])[CH3:20], predict the reactants needed to synthesize it. The reactants are: [Br:1][C:2]1[CH:7]=[CH:6][C:5]([C@:8]2([C:28]([F:31])([F:30])[F:29])[C:18]#[C:17][CH2:16][S:15][CH2:14][C@@H:13]([CH:19]([OH:21])[CH3:20])[NH:12][C:11](=[O:22])[C@H:10]([CH2:23][C:24]([F:27])([CH3:26])[CH3:25])[NH:9]2)=[CH:4][CH:3]=1.CC(OI1(OC(C)=O)(OC(C)=O)OC(=O)C2C=CC=CC1=2)=O. (3) Given the product [CH3:13][C:14]1[CH:21]=[CH:20][C:17]([CH2:18][N:19]2[C:9](=[O:11])[CH2:8][S:7][C:6]2=[S:12])=[CH:16][CH:15]=1, predict the reactants needed to synthesize it. The reactants are: C(CS[C:6](=[S:12])[S:7][CH2:8][C:9]([OH:11])=O)(O)=O.[CH3:13][C:14]1[CH:21]=[CH:20][C:17]([CH2:18][NH2:19])=[CH:16][CH:15]=1. (4) Given the product [C:1]([C:3]1[CH:4]=[CH:5][C:6]([NH:9][C:10]([CH:12]2[NH:16][CH:15]([CH2:17][C:18]([CH3:21])([CH3:20])[CH3:19])[C:14]3([C:29]4[C:24](=[CH:25][C:26]([Cl:30])=[CH:27][CH:28]=4)[NH:23][C:22]3=[O:31])[CH:13]2[C:32]2[CH:37]=[CH:36][CH:35]=[C:34]([Cl:38])[CH:33]=2)=[O:11])=[CH:7][CH:8]=1)(=[O:39])[NH2:2], predict the reactants needed to synthesize it. The reactants are: [C:1]([C:3]1[CH:8]=[CH:7][C:6]([NH:9][C:10]([CH:12]2[NH:16][CH:15]([CH2:17][C:18]([CH3:21])([CH3:20])[CH3:19])[C:14]3([C:29]4[C:24](=[CH:25][C:26]([Cl:30])=[CH:27][CH:28]=4)[NH:23][C:22]3=[O:31])[CH:13]2[C:32]2[CH:37]=[CH:36][CH:35]=[C:34]([Cl:38])[CH:33]=2)=[O:11])=[CH:5][CH:4]=1)#[N:2].[OH:39]O.[OH-].[Na+]. (5) Given the product [CH3:1][S:2][C:3]1[CH:8]=[CH:7][N:6]=[C:5]([C:9]2[CH:10]=[N:11][C:12]([N:15]3[C:23]4[C:18](=[CH:19][CH:20]=[C:21]([C:24]([OH:26])=[O:25])[CH:22]=4)[C:17]4([CH2:29][CH2:28]4)[CH2:16]3)=[N:13][CH:14]=2)[CH:4]=1, predict the reactants needed to synthesize it. The reactants are: [CH3:1][S:2][C:3]1[CH:8]=[CH:7][N:6]=[C:5]([C:9]2[CH:10]=[N:11][C:12]([N:15]3[C:23]4[C:18](=[CH:19][CH:20]=[C:21]([C:24]([O:26]C)=[O:25])[CH:22]=4)[C:17]4([CH2:29][CH2:28]4)[CH2:16]3)=[N:13][CH:14]=2)[CH:4]=1.[Li+].[OH-]. (6) The reactants are: [CH2:1]([O:3][C:4]([CH2:6][CH:7]([CH2:11][CH:12]([CH3:14])[CH3:13])[C:8]([OH:10])=O)=[O:5])[CH3:2].[C:15]1([C:21]2[CH:22]=[C:23]([CH:26]=[CH:27][CH:28]=2)[CH2:24][NH2:25])[CH:20]=[CH:19][CH:18]=[CH:17][CH:16]=1.C1C=CC2N(O)N=NC=2C=1.C(Cl)CCl.CN1CCOCC1. Given the product [CH3:13][CH:12]([CH3:14])[CH2:11][CH:7]([C:8](=[O:10])[NH:25][CH2:24][C:23]1[CH:26]=[CH:27][CH:28]=[C:21]([C:15]2[CH:20]=[CH:19][CH:18]=[CH:17][CH:16]=2)[CH:22]=1)[CH2:6][C:4]([O:3][CH2:1][CH3:2])=[O:5], predict the reactants needed to synthesize it. (7) Given the product [CH2:1]([O:8][C:9]1[CH:16]=[CH:15][CH:14]=[C:13]([O:17][CH3:18])[C:10]=1[CH2:11][C:21]#[N:22])[C:2]1[CH:7]=[CH:6][CH:5]=[CH:4][CH:3]=1, predict the reactants needed to synthesize it. The reactants are: [CH2:1]([O:8][C:9]1[CH:16]=[CH:15][CH:14]=[C:13]([O:17][CH3:18])[C:10]=1[CH2:11]O)[C:2]1[CH:7]=[CH:6][CH:5]=[CH:4][CH:3]=1.CC(C)(O)[C:21]#[N:22].C1(P(C2C=CC=CC=2)C2C=CC=CC=2)C=CC=CC=1.N(C(OCC)=O)=NC(OCC)=O. (8) Given the product [C:1]([NH:5][S:6]([C:9]1[CH:10]=[CH:11][C:12]([CH2:15][C:16]([N:25]2[CH2:24][CH2:23][C:22]3[C:27](=[C:28]([N:31]4[CH2:36][CH2:35][N:34]([CH3:37])[CH2:33][CH2:32]4)[CH:29]=[CH:30][C:21]=3[O:20][CH3:19])[CH2:26]2)=[O:18])=[CH:13][CH:14]=1)(=[O:7])=[O:8])([CH3:2])([CH3:3])[CH3:4], predict the reactants needed to synthesize it. The reactants are: [C:1]([NH:5][S:6]([C:9]1[CH:14]=[CH:13][C:12]([CH2:15][C:16]([OH:18])=O)=[CH:11][CH:10]=1)(=[O:8])=[O:7])([CH3:4])([CH3:3])[CH3:2].[CH3:19][O:20][C:21]1[CH:30]=[CH:29][C:28]([N:31]2[CH2:36][CH2:35][N:34]([CH3:37])[CH2:33][CH2:32]2)=[C:27]2[C:22]=1[CH2:23][CH2:24][NH:25][CH2:26]2.CN(C(ON1N=NC2C=CC=NC1=2)=[N+](C)C)C.F[P-](F)(F)(F)(F)F. (9) Given the product [CH3:34][O:33][C:31]([C:17]1[S:16][C:11]2[N:10]([C:9](=[O:19])[N:8]([CH2:1][C:2]3[CH:3]=[CH:4][CH:5]=[CH:6][CH:7]=3)[C:13](=[O:14])[C:12]=2[CH3:15])[CH:18]=1)=[O:32], predict the reactants needed to synthesize it. The reactants are: [CH2:1]([N:8]1[C:13](=[O:14])[C:12]([CH3:15])=[C:11]2[S:16][CH:17]=[CH:18][N:10]2[C:9]1=[O:19])[C:2]1[CH:7]=[CH:6][CH:5]=[CH:4][CH:3]=1.C[Si](C)(C)N[Si](C)(C)C.[Li].Cl[C:31]([O:33][CH3:34])=[O:32].[NH4+].[Cl-].